Predict the reactants needed to synthesize the given product. From a dataset of Full USPTO retrosynthesis dataset with 1.9M reactions from patents (1976-2016). (1) Given the product [C:1]([C:5]1[O:6][C:7]([C:10]2[C:14]([C:15]#[C:16][CH3:32])=[C:13]([C:17]3[CH:18]=[CH:19][C:20]([Cl:23])=[CH:21][CH:22]=3)[N:12]([C:24]3[CH:29]=[CH:28][C:27]([Cl:30])=[CH:26][C:25]=3[Cl:31])[N:11]=2)=[N:8][N:9]=1)([CH3:4])([CH3:2])[CH3:3], predict the reactants needed to synthesize it. The reactants are: [C:1]([C:5]1[O:6][C:7]([C:10]2[C:14]([C:15]#[CH:16])=[C:13]([C:17]3[CH:22]=[CH:21][C:20]([Cl:23])=[CH:19][CH:18]=3)[N:12]([C:24]3[CH:29]=[CH:28][C:27]([Cl:30])=[CH:26][C:25]=3[Cl:31])[N:11]=2)=[N:8][N:9]=1)([CH3:4])([CH3:3])[CH3:2].[CH3:32][Si]([N-][Si](C)(C)C)(C)C.[Li+].IC. (2) Given the product [Cl:1][C:2]1[C:3]([C:18]2[N:19]=[C:44]([C:23]3[N:24]=[C:25]4[C:37]([C:38]#[N:40])=[CH:36][C:28]([CH3:29])=[CH:27][N:26]4[CH:22]=3)[O:21][N:20]=2)=[CH:4][C:5]([F:17])=[C:6]([CH2:8][CH2:9][C:10]([O:12][C:13]([CH3:16])([CH3:15])[CH3:14])=[O:11])[CH:7]=1, predict the reactants needed to synthesize it. The reactants are: [Cl:1][C:2]1[C:3]([C:18](=[N:20][OH:21])[NH2:19])=[CH:4][C:5]([F:17])=[C:6]([CH2:8][CH2:9][C:10]([O:12][C:13]([CH3:16])([CH3:15])[CH3:14])=[O:11])[CH:7]=1.[CH3:22][CH2:23][N:24]=[C:25]=[N:26][CH2:27][CH2:28][CH2:29]N(C)C.Cl.C1C=[CH:36][C:37]2N(O)N=[N:40][C:38]=2C=1.[CH3:44]N(C)C(=O)C. (3) The reactants are: [F:1][C:2]1[CH:7]=[C:6](I)[CH:5]=[CH:4][C:3]=1[CH3:9].[CH2:10]([NH2:13])[CH2:11][NH2:12].[OH-].[K+]. Given the product [F:1][C:2]1[CH:7]=[C:6]([NH:12][CH2:11][CH2:10][NH2:13])[CH:5]=[CH:4][C:3]=1[CH3:9], predict the reactants needed to synthesize it. (4) Given the product [CH2:13]([O:11][C:10](=[O:12])[CH2:9][CH2:8][C:4]1[CH:5]=[CH:6][CH:7]=[C:2]([NH2:1])[CH:3]=1)[CH3:14], predict the reactants needed to synthesize it. The reactants are: [NH2:1][C:2]1[CH:3]=[C:4]([CH2:8][CH2:9][C:10]([OH:12])=[O:11])[CH:5]=[CH:6][CH:7]=1.[CH3:13][CH2:14]O. (5) Given the product [NH2:1][C:4]1[CH:9]=[CH:8][CH:7]=[CH:6][C:5]=1[NH:10][CH2:11][C@@H:12]1[CH2:16][CH2:15][N:14]([C:17]([O:19][C:20]([CH3:23])([CH3:22])[CH3:21])=[O:18])[CH2:13]1.[CH:17]([O:19][C:20]([CH3:23])([CH3:22])[CH3:21])=[O:18], predict the reactants needed to synthesize it. The reactants are: [N+:1]([C:4]1[CH:9]=[CH:8][CH:7]=[CH:6][C:5]=1[NH:10][CH2:11][C@@H:12]1[CH2:16][CH2:15][N:14]([C:17]([O:19][C:20]([CH3:23])([CH3:22])[CH3:21])=[O:18])[CH2:13]1)([O-])=O. (6) Given the product [N:3]1[CH:4]=[CH:5][CH:6]=[CH:7][C:2]=1[C:11]#[C:10][CH2:9][CH2:8][C:12]1[O:13][C:14]2[CH:20]=[CH:19][C:18]([C:21]#[N:22])=[CH:17][C:15]=2[N:16]=1.[O:13]1[C:14]2[CH:20]=[CH:19][C:18]([C:21]#[N:22])=[CH:17][C:15]=2[N:16]=[CH:12]1, predict the reactants needed to synthesize it. The reactants are: I[C:2]1[CH:7]=[CH:6][CH:5]=[CH:4][N:3]=1.[CH2:8]([C:12]1[O:13][C:14]2[CH:20]=[CH:19][C:18]([C:21]#[N:22])=[CH:17][C:15]=2[N:16]=1)[CH2:9][C:10]#[CH:11]. (7) Given the product [Cl:8][C:5]1[CH:6]=[CH:7][C:2]([NH:1][C:40]([C:36]2[S:37][CH:38]=[CH:39][C:35]=2[NH:34][C:32]([C@H:29]2[CH2:28][CH2:27][C@H:26]([N:21]3[CH2:22][CH2:23][O:24][CH2:25][C:20]3=[O:19])[CH2:31][CH2:30]2)=[O:33])=[O:41])=[N:3][CH:4]=1, predict the reactants needed to synthesize it. The reactants are: [NH2:1][C:2]1[CH:7]=[CH:6][C:5]([Cl:8])=[CH:4][N:3]=1.C[Al](C)C.CCCCCC.[O:19]=[C:20]1[CH2:25][O:24][CH2:23][CH2:22][N:21]1[C@H:26]1[CH2:31][CH2:30][C@H:29]([C:32]([NH:34][C:35]2[CH:39]=[CH:38][S:37][C:36]=2[C:40](OC)=[O:41])=[O:33])[CH2:28][CH2:27]1.Cl. (8) Given the product [C:42]([N:34]([C:35]1[CH:36]=[CH:37][C:38]([Cl:41])=[CH:39][CH:40]=1)[C@H:27]1[C:28]2[C:33](=[CH:32][CH:31]=[CH:30][CH:29]=2)[N:24]([C:22]([C:19]2[CH:20]=[CH:21][C:16]([CH:15]=[CH:14][C:13]([OH:46])=[O:12])=[CH:17][CH:18]=2)=[O:23])[C@@H:25]([CH3:45])[CH2:26]1)(=[O:44])[CH3:43], predict the reactants needed to synthesize it. The reactants are: FC1C=CC(C(Cl)=O)=CC=1.C[O:12][C:13](=[O:46])[CH:14]=[CH:15][C:16]1[CH:21]=[CH:20][C:19]([C:22]([N:24]2[C:33]3[C:28](=[CH:29][CH:30]=[CH:31][CH:32]=3)[C@H:27]([N:34]([C:42](=[O:44])[CH3:43])[C:35]3[CH:40]=[CH:39][C:38]([Cl:41])=[CH:37][CH:36]=3)[CH2:26][C@@H:25]2[CH3:45])=[O:23])=[CH:18][CH:17]=1.[Li+].[OH-].